This data is from CYP1A2 inhibition data for predicting drug metabolism from PubChem BioAssay. The task is: Regression/Classification. Given a drug SMILES string, predict its absorption, distribution, metabolism, or excretion properties. Task type varies by dataset: regression for continuous measurements (e.g., permeability, clearance, half-life) or binary classification for categorical outcomes (e.g., BBB penetration, CYP inhibition). Dataset: cyp1a2_veith. (1) The drug is CCOC(=O)Cn1nc(Cc2ccccc2)c2ccccc2c1=O. The result is 1 (inhibitor). (2) The molecule is CN(C(=O)C(Cl)Cl)c1ccc(OC(=O)c2ccco2)cc1. The result is 0 (non-inhibitor). (3) The molecule is O=C(Nc1ccc2ncccc2c1)Nc1ccc2ncccc2c1. The result is 0 (non-inhibitor). (4) The molecule is CC1=C(C)[N+](=O)C2(O)CCCCC2(C)N1[O-]. The result is 0 (non-inhibitor). (5) The compound is COc1cc2c(cc1OC)[C@H](C)NCC2. The result is 0 (non-inhibitor). (6) The drug is Clc1ccccc1-c1nc(N/N=C/c2cccnc2)c2ccccc2n1. The result is 1 (inhibitor). (7) The drug is Cc1ccc(-c2nnn(CC(=O)N(c3ccccc3)C(C(=O)NCC3CCCO3)c3ccc(Cl)cc3)n2)cc1. The result is 0 (non-inhibitor).